Dataset: HIV replication inhibition screening data with 41,000+ compounds from the AIDS Antiviral Screen. Task: Binary Classification. Given a drug SMILES string, predict its activity (active/inactive) in a high-throughput screening assay against a specified biological target. The drug is CCOC(=O)c1cnc2c3c(noc13)CCC2. The result is 0 (inactive).